From a dataset of Full USPTO retrosynthesis dataset with 1.9M reactions from patents (1976-2016). Predict the reactants needed to synthesize the given product. Given the product [N+:12]([C:3]1[CH:4]=[C:5]([CH2:8][C:9]([OH:11])=[O:10])[CH:6]=[CH:7][C:2]=1[NH:25][C:24]1[CH:26]=[CH:27][CH:28]=[C:22]([N:19]2[CH2:18][CH2:17][N:16]([CH3:15])[CH2:21][CH2:20]2)[CH:23]=1)([O-:14])=[O:13], predict the reactants needed to synthesize it. The reactants are: F[C:2]1[CH:7]=[CH:6][C:5]([CH2:8][C:9]([OH:11])=[O:10])=[CH:4][C:3]=1[N+:12]([O-:14])=[O:13].[CH3:15][N:16]1[CH2:21][CH2:20][N:19]([C:22]2[CH:23]=[C:24]([CH:26]=[CH:27][CH:28]=2)[NH2:25])[CH2:18][CH2:17]1.C(N(CC)CC)C.C(OCC)C.